Dataset: Forward reaction prediction with 1.9M reactions from USPTO patents (1976-2016). Task: Predict the product of the given reaction. (1) Given the reactants [Br:1][C:2]1[CH:3]=[C:4]([CH:8]([C:10]2[CH:15]=[CH:14][CH:13]=[C:12]([Br:16])[CH:11]=2)[OH:9])[CH:5]=[CH:6][CH:7]=1, predict the reaction product. The product is: [Br:1][C:2]1[CH:3]=[C:4]([C:8]([C:10]2[CH:15]=[CH:14][CH:13]=[C:12]([Br:16])[CH:11]=2)=[O:9])[CH:5]=[CH:6][CH:7]=1. (2) Given the reactants [F:1][C:2]([F:9])([F:8])[C:3]([O:5]CC)=O.O1CCCC1.[CH:15]([NH:18][CH2:19][CH2:20][NH2:21])([CH3:17])[CH3:16].[C:22](O[C:22]([O:24][C:25]([CH3:28])([CH3:27])[CH3:26])=[O:23])([O:24][C:25]([CH3:28])([CH3:27])[CH3:26])=[O:23], predict the reaction product. The product is: [CH:15]([N:18]([CH2:19][CH2:20][NH:21][C:3](=[O:5])[C:2]([F:1])([F:8])[F:9])[C:22](=[O:23])[O:24][C:25]([CH3:28])([CH3:27])[CH3:26])([CH3:17])[CH3:16]. (3) The product is: [ClH:21].[ClH:21].[N:1]1[CH:6]=[CH:5][CH:4]=[C:3]([C:7]2[CH:11]=[C:10]([CH2:12][NH2:13])[O:9][N:8]=2)[CH:2]=1. Given the reactants [N:1]1[CH:6]=[CH:5][CH:4]=[C:3]([C:7]2[CH:11]=[C:10]([CH2:12][NH:13]C(=O)OC(C)(C)C)[O:9][N:8]=2)[CH:2]=1.[ClH:21], predict the reaction product. (4) Given the reactants [CH2:1]([O:8][C:9]1[CH:17]=[CH:16][C:12]([C:13](O)=[O:14])=[CH:11][CH:10]=1)[C:2]1[CH:7]=[CH:6][CH:5]=[CH:4][CH:3]=1.C(Cl)(=O)C(Cl)=O.[NH3:24], predict the reaction product. The product is: [CH2:1]([O:8][C:9]1[CH:17]=[CH:16][C:12]([C:13]([NH2:24])=[O:14])=[CH:11][CH:10]=1)[C:2]1[CH:7]=[CH:6][CH:5]=[CH:4][CH:3]=1.